Dataset: Retrosynthesis with 50K atom-mapped reactions and 10 reaction types from USPTO. Task: Predict the reactants needed to synthesize the given product. (1) Given the product O=C(NCc1csc(-c2ccccc2)n1)c1ccc(-c2cnc3c(c2)N(Cc2cc(Cl)ccc2C(F)(F)F)CCN3)cc1, predict the reactants needed to synthesize it. The reactants are: NCc1csc(-c2ccccc2)n1.O=C(O)c1ccc(-c2cnc3c(c2)N(Cc2cc(Cl)ccc2C(F)(F)F)CCN3)cc1. (2) Given the product COCCCO[C@@H]1CCCCC[C@H]1n1cnc(C(=O)N2CCN(C(=O)OC(C)(C)C)C[C@H]2Cc2ccccc2)c1-c1ccccc1, predict the reactants needed to synthesize it. The reactants are: CC(C)(C)OC(=O)N1CCN(C(=O)c2ncn([C@@H]3CCCCC[C@H]3O)c2-c2ccccc2)[C@H](Cc2ccccc2)C1.COCCCBr. (3) Given the product COc1cccc(CCNC(=O)N[C@H](Cc2cc(Br)c(O)c(Br)c2)C(=O)N[C@@H](CCCCNC(=O)OC(C)(C)C)C(=O)N2CCN(C3CCN(C)CC3)CC2)c1, predict the reactants needed to synthesize it. The reactants are: CN1CCC(N2CCNCC2)CC1.COc1cccc(CCNC(=O)N[C@H](Cc2cc(Br)c(O)c(Br)c2)C(=O)N[C@@H](CCCCNC(=O)OC(C)(C)C)C(=O)O)c1. (4) The reactants are: CCNC(=O)Nc1cc(-c2nnc(-c3ccncc3)o2)c(Br)cn1.CCOC(=O)c1cncc(B2OC(C)(C)C(C)(C)O2)c1. Given the product CCNC(=O)Nc1cc(-c2nnc(-c3ccncc3)o2)c(-c2cncc(C(=O)OCC)c2)cn1, predict the reactants needed to synthesize it.